From a dataset of Forward reaction prediction with 1.9M reactions from USPTO patents (1976-2016). Predict the product of the given reaction. (1) Given the reactants [C:1]1(=[O:7])[O:6][C:4](=[O:5])[CH:3]=[CH:2]1.[Cl:8][C:9]1[CH:17]=[C:16]2[C:12]([C:13]([NH2:18])=[N:14][NH:15]2)=[CH:11][CH:10]=1, predict the reaction product. The product is: [Cl:8][C:9]1[CH:17]=[C:16]2[C:12]([C:13]([NH:18][C:1](=[O:7])[CH:2]=[CH:3][C:4]([OH:6])=[O:5])=[N:14][NH:15]2)=[CH:11][CH:10]=1. (2) The product is: [OH:13]/[CH:12]=[CH:9]/[C:8](=[O:10])[CH2:7][C:1]1[CH:6]=[CH:5][CH:4]=[CH:3][CH:2]=1. Given the reactants [C:1]1([CH2:7][C:8](=[O:10])[CH3:9])[CH:6]=[CH:5][CH:4]=[CH:3][CH:2]=1.[Na].[CH:12](OCC)=[O:13].O, predict the reaction product. (3) Given the reactants [Cl:1][C:2]1[C:11]2[CH2:10][N:9](CC3C=CC(OC)=CC=3)[C:8](=[O:21])[NH:7][C:6]=2[N:5]=[CH:4][CH:3]=1.C(O)(C(F)(F)F)=O, predict the reaction product. The product is: [Cl:1][C:2]1[C:11]2[CH2:10][NH:9][C:8](=[O:21])[NH:7][C:6]=2[N:5]=[CH:4][CH:3]=1. (4) Given the reactants [Br:1][C:2]1[CH:11]=[C:10]2[C:5]([C:6](=O)[CH2:7][CH2:8][S:9]2)=[CH:4][CH:3]=1.C([SiH](CC)CC)C.O, predict the reaction product. The product is: [Br:1][C:2]1[CH:11]=[C:10]2[C:5]([CH2:6][CH2:7][CH2:8][S:9]2)=[CH:4][CH:3]=1. (5) Given the reactants [Cl:1][C:2]1[CH:3]=[CH:4][C:5]([O:15][CH2:16][C:17]2[C:22]([F:23])=[CH:21][CH:20]=[CH:19][C:18]=2[F:24])=[C:6]([C:8](=O)[CH2:9][CH2:10][C:11](=O)[CH3:12])[CH:7]=1.C[O:26][C:27](=[O:39])[C:28]1[CH:33]=[C:32]([C:34]([F:37])([F:36])[F:35])[CH:31]=[C:30]([NH2:38])[CH:29]=1.CC1C=CC(S(O)(=O)=O)=CC=1, predict the reaction product. The product is: [Cl:1][C:2]1[CH:3]=[CH:4][C:5]([O:15][CH2:16][C:17]2[C:22]([F:23])=[CH:21][CH:20]=[CH:19][C:18]=2[F:24])=[C:6]([C:8]2[N:38]([C:30]3[CH:29]=[C:28]([CH:33]=[C:32]([C:34]([F:35])([F:36])[F:37])[CH:31]=3)[C:27]([OH:39])=[O:26])[C:11]([CH3:12])=[CH:10][CH:9]=2)[CH:7]=1. (6) Given the reactants [F:1][C:2]([F:41])([F:40])[C:3]1[CH:4]=[C:5]([CH2:13][N:14]([CH3:39])[C:15]([N:17]2[CH2:30][CH2:29][C@:20]3([NH:24][CH:23]([C:25]([O:27]C)=O)[CH2:22][CH2:21]3)[CH2:19][C@@H:18]2[C:31]2[CH:36]=[CH:35][C:34]([F:37])=[CH:33][C:32]=2[CH3:38])=[O:16])[CH:6]=[C:7]([C:9]([F:12])([F:11])[F:10])[CH:8]=1.CO.[NH3:44], predict the reaction product. The product is: [F:1][C:2]([F:40])([F:41])[C:3]1[CH:4]=[C:5]([CH2:13][N:14]([CH3:39])[C:15]([N:17]2[CH2:30][CH2:29][C@:20]3([NH:24][C@@H:23]([C:25]([NH2:44])=[O:27])[CH2:22][CH2:21]3)[CH2:19][C@@H:18]2[C:31]2[CH:36]=[CH:35][C:34]([F:37])=[CH:33][C:32]=2[CH3:38])=[O:16])[CH:6]=[C:7]([C:9]([F:12])([F:11])[F:10])[CH:8]=1. (7) Given the reactants [Cl:1][C:2]1[CH:7]=[C:6]([OH:8])[CH:5]=[CH:4][C:3]=1[CH:9]([CH3:25])[C:10]([C:16]1[CH:17]=[C:18]([CH3:24])[C:19](=[O:23])[N:20]([CH3:22])[CH:21]=1)([OH:15])[C:11]([F:14])([F:13])[F:12].F[C:27]1[CH:34]=[CH:33][C:30]([CH:31]=[O:32])=[C:29]([C:35]([F:38])([F:37])[F:36])[CH:28]=1.C(=O)([O-])[O-].[Cs+].[Cs+].O, predict the reaction product. The product is: [Cl:1][C:2]1[CH:7]=[C:6]([CH:5]=[CH:4][C:3]=1[CH:9]([CH3:25])[C:10]([C:16]1[CH:17]=[C:18]([CH3:24])[C:19](=[O:23])[N:20]([CH3:22])[CH:21]=1)([OH:15])[C:11]([F:13])([F:14])[F:12])[O:8][C:27]1[CH:34]=[CH:33][C:30]([CH:31]=[O:32])=[C:29]([C:35]([F:36])([F:38])[F:37])[CH:28]=1.